Dataset: Reaction yield outcomes from USPTO patents with 853,638 reactions. Task: Predict the reaction yield, written as a fraction of the theoretical maximum amount of product (1.0 means a 100% yield; for example, 0.34 means a 34% yield). (1) The reactants are [NH2:1][C@H:2]([C:6]([OH:8])=[O:7])[C@H:3]([CH3:5])[OH:4].[C:9]([O-:12])(O)=[O:10].[Na+].[C:14]1([CH2:20][CH2:21][CH2:22][CH2:23][CH2:24]C2C(=O)N(C([O-])=O)C=CC=2)[CH:19]=[CH:18][CH:17]=[CH:16][CH:15]=1. The catalyst is O.C1COCC1. The product is [OH:4][C@@H:3]([CH3:5])[C@H:2]([NH:1][C:9]([O:12][CH2:24][CH2:23][CH2:22][CH2:21][CH2:20][C:14]1[CH:19]=[CH:18][CH:17]=[CH:16][CH:15]=1)=[O:10])[C:6]([OH:8])=[O:7]. The yield is 0.890. (2) The reactants are Br[C:2]1[CH:3]=[CH:4][C:5]([F:20])=[C:6]([C:8]2[CH:13]=[CH:12][C:11]([S:14]([CH2:17][CH3:18])(=[O:16])=[O:15])=[CH:10][C:9]=2[F:19])[CH:7]=1.[B:21]1([B:21]2[O:25][C:24]([CH3:27])([CH3:26])[C:23]([CH3:29])([CH3:28])[O:22]2)[O:25][C:24]([CH3:27])([CH3:26])[C:23]([CH3:29])([CH3:28])[O:22]1. No catalyst specified. The product is [CH2:17]([S:14]([C:11]1[CH:12]=[CH:13][C:8]([C:6]2[C:5]([F:20])=[CH:4][CH:3]=[C:2]([B:21]3[O:25][C:24]([CH3:27])([CH3:26])[C:23]([CH3:29])([CH3:28])[O:22]3)[CH:7]=2)=[C:9]([F:19])[CH:10]=1)(=[O:16])=[O:15])[CH3:18]. The yield is 0.620. (3) The reactants are [CH3:1][C:2]([OH:6])([C:4]#[CH:5])[CH3:3].[CH3:7][O:8][C:9]1[CH:16]=[CH:15][C:12]([CH:13]=[O:14])=[CH:11][CH:10]=1. The catalyst is C1COCC1. The product is [CH3:7][O:8][C:9]1[CH:16]=[CH:15][C:12]([CH:13]([OH:14])[C:5]#[C:4][C:2]([CH3:3])([OH:6])[CH3:1])=[CH:11][CH:10]=1. The yield is 0.780. (4) The catalyst is C(OCC)C.C(OCC)(=O)C. The reactants are [C:1](Cl)(=[O:3])[CH3:2].[NH2:5][C:6]1[CH:7]=[C:8]([C:19]([O:21][CH3:22])=[O:20])[C:9]([C:12]2[CH:17]=[CH:16][CH:15]=[CH:14][C:13]=2[Br:18])=[CH:10][CH:11]=1.C(N(CC)CC)C. The yield is 0.880. The product is [C:1]([NH:5][C:6]1[CH:7]=[C:8]([C:19]([O:21][CH3:22])=[O:20])[C:9]([C:12]2[CH:17]=[CH:16][CH:15]=[CH:14][C:13]=2[Br:18])=[CH:10][CH:11]=1)(=[O:3])[CH3:2]. (5) The reactants are [Br:1][C:2]1[CH:3]=[C:4]([C:8]2([C:18]3[CH:23]=[CH:22][N:21]=[CH:20][CH:19]=3)[C:12]3=[N:13][CH2:14][CH2:15][CH2:16][N:11]3[C:10](=S)[NH:9]2)[CH:5]=[CH:6][CH:7]=1.C(OO)(C)(C)C.[NH3:30]. The catalyst is CO. The product is [Br:1][C:2]1[CH:3]=[C:4]([C:8]2([C:18]3[CH:23]=[CH:22][N:21]=[CH:20][CH:19]=3)[C:12]3=[N:13][CH2:14][CH2:15][CH2:16][N:11]3[C:10]([NH2:30])=[N:9]2)[CH:5]=[CH:6][CH:7]=1. The yield is 0.800. (6) The reactants are [CH2:1]([O:8][C@@H:9]1[CH2:14][CH2:13][C:12]([F:16])([F:15])[CH2:11][C@:10]1([CH3:22])[C:17]([O:19]CC)=[O:18])[C:2]1[CH:7]=[CH:6][CH:5]=[CH:4][CH:3]=1.[OH-].[Li+]. The catalyst is C1COCC1.CO.O. The product is [CH2:1]([O:8][C@@H:9]1[CH2:14][CH2:13][C:12]([F:16])([F:15])[CH2:11][C@:10]1([CH3:22])[C:17]([OH:19])=[O:18])[C:2]1[CH:3]=[CH:4][CH:5]=[CH:6][CH:7]=1. The yield is 0.550. (7) The reactants are C(O)(=O)C.[N+:5](/[CH:8]=[CH:9]/[C:10]1[CH:11]=[C:12]([CH:21]=[CH:22][CH:23]=1)[O:13][CH2:14][C:15]1[CH:20]=[CH:19][CH:18]=[CH:17][N:16]=1)([O-:7])=[O:6].[BH4-].[Na+]. The catalyst is CS(C)=O. The product is [N+:5]([CH2:8][CH2:9][C:10]1[CH:11]=[C:12]([CH:21]=[CH:22][CH:23]=1)[O:13][CH2:14][C:15]1[CH:20]=[CH:19][CH:18]=[CH:17][N:16]=1)([O-:7])=[O:6]. The yield is 0.640.